Dataset: P-glycoprotein inhibition data for predicting drug efflux from Broccatelli et al.. Task: Regression/Classification. Given a drug SMILES string, predict its absorption, distribution, metabolism, or excretion properties. Task type varies by dataset: regression for continuous measurements (e.g., permeability, clearance, half-life) or binary classification for categorical outcomes (e.g., BBB penetration, CYP inhibition). Dataset: pgp_broccatelli. (1) The drug is CCCCc1oc2ccccc2c1C(=O)c1cc(I)c(OCCN(CC)CC)c(I)c1. The result is 1 (inhibitor). (2) The drug is O=C(CCCN1CCC(O)(c2ccc(Cl)cc2)CC1)c1ccc(F)cc1. The result is 1 (inhibitor). (3) The result is 1 (inhibitor). The drug is CN(C)CCCN1c2ccccc2CCc2ccc(Cl)cc21. (4) The compound is CCn1cc(C(=O)O)c(=O)c2cnc(N3CCNCC3)nc21. The result is 0 (non-inhibitor). (5) The drug is O=C(CCc1cccc2ccccc12)c1ccccc1OC[C@@H](O)CN1CCOCC1. The result is 1 (inhibitor). (6) The molecule is COc1cc2c(cc1OC)CN(CCNC(=O)c1ccc(Cl)cc1NC(=O)c1ccc(C(C)C)cc1)CC2. The result is 1 (inhibitor). (7) The drug is C[C@@]12C=CC(=O)C=C1CC[C@@H]1[C@H]2C(=O)C[C@]2(C)[C@@H]1CC[C@@]2(O)C(=O)CO. The result is 0 (non-inhibitor). (8) The molecule is CCCCCCC[C@@H](O)[C@H](C)C(=O)O[C@H](C(=O)OC)C(C)C. The result is 1 (inhibitor).